From a dataset of Full USPTO retrosynthesis dataset with 1.9M reactions from patents (1976-2016). Predict the reactants needed to synthesize the given product. (1) The reactants are: C(N(CC)CC)C.[OH:8][CH:9]1[CH2:14][CH2:13][N:12]([C:15]([O:17][C:18]([CH3:21])([CH3:20])[CH3:19])=[O:16])[CH2:11][CH2:10]1.[CH3:22][S:23](Cl)(=[O:25])=[O:24]. Given the product [S:23]([O:8][CH:9]1[CH2:10][CH2:11][N:12]([C:15]([O:17][C:18]([CH3:21])([CH3:20])[CH3:19])=[O:16])[CH2:13][CH2:14]1)([CH3:22])(=[O:25])=[O:24], predict the reactants needed to synthesize it. (2) Given the product [CH2:1]([N:8]1[C:14]([CH3:16])=[CH:15][C:10]([OH:9])=[CH:11][C:12]1=[O:13])[C:2]1[CH:7]=[CH:6][CH:5]=[CH:4][CH:3]=1, predict the reactants needed to synthesize it. The reactants are: [CH2:1]([NH2:8])[C:2]1[CH:7]=[CH:6][CH:5]=[CH:4][CH:3]=1.[OH:9][C:10]1[CH:15]=[C:14]([CH3:16])[O:13][C:12](=O)[CH:11]=1. (3) Given the product [Cl:1][C:2]1[S:6][C:5]([S:7]([NH:10][CH2:11][CH2:12][C:13]([NH:16][C:17]2[CH:18]=[CH:19][C:20]([N:23]3[CH2:28][CH2:27][O:26][CH2:25][C:24]3=[O:29])=[CH:21][CH:22]=2)=[O:15])(=[O:8])=[O:9])=[CH:4][CH:3]=1, predict the reactants needed to synthesize it. The reactants are: [Cl:1][C:2]1[S:6][C:5]([S:7]([NH:10][CH2:11][CH2:12][C:13]([OH:15])=O)(=[O:9])=[O:8])=[CH:4][CH:3]=1.[NH2:16][C:17]1[CH:22]=[CH:21][C:20]([N:23]2[CH2:28][CH2:27][O:26][CH2:25][C:24]2=[O:29])=[CH:19][CH:18]=1.[B-](F)(F)(F)F.CCOC(C(C#N)=NOC(N(C)C)=[N+](C)C)=O.C(N(CC)CC)C. (4) Given the product [Br:1][C:2]1[CH:3]=[C:4]2[C:5]([C:6](=[O:8])[N:23]3[CH2:22][CH2:21][CH2:20][CH2:19][NH:24][C:13]3=[N:12]2)=[CH:10][CH:11]=1, predict the reactants needed to synthesize it. The reactants are: [Br:1][C:2]1[CH:11]=[CH:10][C:5]([C:6]([O:8]C)=O)=[C:4](/[N:12]=[C:13]2\C(Cl)=NSS\2)[CH:3]=1.[CH2:19]([NH2:24])[CH2:20][CH2:21][CH2:22][NH2:23].N#N. (5) Given the product [CH:1]1([C:4]2[CH:9]=[C:8]([CH2:10][N:11]3[CH2:16][CH2:15][CH:14]([N:17]4[CH:22]=[CH:21][C:20]([C:23]([OH:25])=[O:24])=[CH:19][C:18]4=[O:27])[CH2:13][CH2:12]3)[C:7]([O:28][CH:29]([CH3:31])[CH3:30])=[CH:6][C:5]=2[C:32]2[CH:37]=[CH:36][C:35]([F:38])=[CH:34][CH:33]=2)[CH2:2][CH2:3]1, predict the reactants needed to synthesize it. The reactants are: [CH:1]1([C:4]2[CH:9]=[C:8]([CH2:10][N:11]3[CH2:16][CH2:15][CH:14]([N:17]4[CH:22]=[CH:21][C:20]([C:23]([O:25]C)=[O:24])=[CH:19][C:18]4=[O:27])[CH2:13][CH2:12]3)[C:7]([O:28][CH:29]([CH3:31])[CH3:30])=[CH:6][C:5]=2[C:32]2[CH:37]=[CH:36][C:35]([F:38])=[CH:34][CH:33]=2)[CH2:3][CH2:2]1.[OH-].[Na+].Cl.